This data is from NCI-60 drug combinations with 297,098 pairs across 59 cell lines. The task is: Regression. Given two drug SMILES strings and cell line genomic features, predict the synergy score measuring deviation from expected non-interaction effect. (1) Drug 1: C(CC(=O)O)C(=O)CN.Cl. Drug 2: CCN(CC)CCCC(C)NC1=C2C=C(C=CC2=NC3=C1C=CC(=C3)Cl)OC. Cell line: HCT-15. Synergy scores: CSS=14.6, Synergy_ZIP=-10.6, Synergy_Bliss=-9.21, Synergy_Loewe=-14.4, Synergy_HSA=-7.99. (2) Drug 1: CC12CCC3C(C1CCC2=O)CC(=C)C4=CC(=O)C=CC34C. Drug 2: C1=NC2=C(N1)C(=S)N=CN2. Cell line: NCI-H460. Synergy scores: CSS=31.3, Synergy_ZIP=-1.52, Synergy_Bliss=4.02, Synergy_Loewe=0.784, Synergy_HSA=5.00. (3) Drug 1: CN1CCC(CC1)COC2=C(C=C3C(=C2)N=CN=C3NC4=C(C=C(C=C4)Br)F)OC. Drug 2: CC(C1=C(C=CC(=C1Cl)F)Cl)OC2=C(N=CC(=C2)C3=CN(N=C3)C4CCNCC4)N. Synergy scores: CSS=24.7, Synergy_ZIP=-5.86, Synergy_Bliss=1.08, Synergy_Loewe=2.47, Synergy_HSA=2.99. Cell line: SN12C. (4) Cell line: NCI/ADR-RES. Drug 2: CCC(=C(C1=CC=CC=C1)C2=CC=C(C=C2)OCCN(C)C)C3=CC=CC=C3.C(C(=O)O)C(CC(=O)O)(C(=O)O)O. Drug 1: C1C(C(OC1N2C=C(C(=O)NC2=O)F)CO)O. Synergy scores: CSS=5.20, Synergy_ZIP=-0.901, Synergy_Bliss=0.389, Synergy_Loewe=-5.56, Synergy_HSA=-3.35. (5) Drug 1: CN1C2=C(C=C(C=C2)N(CCCl)CCCl)N=C1CCCC(=O)O.Cl. Drug 2: C1CNP(=O)(OC1)N(CCCl)CCCl. Cell line: MALME-3M. Synergy scores: CSS=-0.0385, Synergy_ZIP=-0.104, Synergy_Bliss=-0.0309, Synergy_Loewe=0.148, Synergy_HSA=-0.946. (6) Drug 1: CCC1(CC2CC(C3=C(CCN(C2)C1)C4=CC=CC=C4N3)(C5=C(C=C6C(=C5)C78CCN9C7C(C=CC9)(C(C(C8N6C=O)(C(=O)OC)O)OC(=O)C)CC)OC)C(=O)OC)O.OS(=O)(=O)O. Drug 2: COCCOC1=C(C=C2C(=C1)C(=NC=N2)NC3=CC=CC(=C3)C#C)OCCOC.Cl. Cell line: PC-3. Synergy scores: CSS=4.22, Synergy_ZIP=2.83, Synergy_Bliss=4.90, Synergy_Loewe=3.64, Synergy_HSA=3.48. (7) Drug 1: CN1C(=O)N2C=NC(=C2N=N1)C(=O)N. Drug 2: C1=CC=C(C(=C1)C(C2=CC=C(C=C2)Cl)C(Cl)Cl)Cl. Cell line: HL-60(TB). Synergy scores: CSS=20.4, Synergy_ZIP=-7.79, Synergy_Bliss=1.89, Synergy_Loewe=1.36, Synergy_HSA=2.80. (8) Drug 1: C1C(C(OC1N2C=NC(=NC2=O)N)CO)O. Drug 2: C1CCC(C(C1)N)N.C(=O)(C(=O)[O-])[O-].[Pt+4]. Cell line: BT-549. Synergy scores: CSS=18.1, Synergy_ZIP=-5.40, Synergy_Bliss=1.97, Synergy_Loewe=3.18, Synergy_HSA=4.69. (9) Drug 2: C1=NC2=C(N1)C(=S)N=C(N2)N. Cell line: OVCAR-5. Synergy scores: CSS=50.1, Synergy_ZIP=-5.42, Synergy_Bliss=-5.73, Synergy_Loewe=-1.90, Synergy_HSA=0.411. Drug 1: C1=CC(=C2C(=C1NCCNCCO)C(=O)C3=C(C=CC(=C3C2=O)O)O)NCCNCCO. (10) Cell line: DU-145. Drug 2: CC1C(C(CC(O1)OC2CC(CC3=C2C(=C4C(=C3O)C(=O)C5=CC=CC=C5C4=O)O)(C(=O)C)O)N)O. Drug 1: C1CC(C1)(C(=O)O)C(=O)O.[NH2-].[NH2-].[Pt+2]. Synergy scores: CSS=43.4, Synergy_ZIP=-4.72, Synergy_Bliss=-4.10, Synergy_Loewe=-23.7, Synergy_HSA=-2.07.